Dataset: Reaction yield outcomes from USPTO patents with 853,638 reactions. Task: Predict the reaction yield, written as a fraction of the theoretical maximum amount of product (1.0 means a 100% yield; for example, 0.34 means a 34% yield). (1) The reactants are C([Li])CCC.C(NC(C)C)(C)C.C(N(CC)[C:16](=[O:31])[C:17]1[CH:22]=[CH:21][CH:20]=[CH:19][C:18]=1[C:23]1[CH:28]=[CH:27][C:26]([O:29][CH3:30])=[CH:25][N:24]=1)C.[Cl-].[NH4+]. The catalyst is CCCCCC.O1CCCC1. The product is [CH3:30][O:29][C:26]1[CH:27]=[C:28]2[C:16](=[O:31])[C:17]3[C:18](=[CH:19][CH:20]=[CH:21][CH:22]=3)[C:23]2=[N:24][CH:25]=1. The yield is 0.220. (2) The reactants are [F:1][C:2]1[CH:3]=[C:4]([CH:9]([OH:19])[C:10]2[CH:11]=[CH:12][C:13]([F:18])=[C:14]([CH:17]=2)[C:15]#[N:16])[CH:5]=[C:6]([F:8])[CH:7]=1.O.C[N+]1([O-])CCOCC1. The catalyst is ClCCl.[Ru]([O-])(=O)(=O)=O.C([N+](CCC)(CCC)CCC)CC. The product is [F:1][C:2]1[CH:3]=[C:4]([CH:5]=[C:6]([F:8])[CH:7]=1)[C:9]([C:10]1[CH:11]=[CH:12][C:13]([F:18])=[C:14]([CH:17]=1)[C:15]#[N:16])=[O:19]. The yield is 0.770.